From a dataset of Forward reaction prediction with 1.9M reactions from USPTO patents (1976-2016). Predict the product of the given reaction. Given the reactants Br[CH2:2][C:3]1[CH:12]=[CH:11][C:6]([C:7]([O:9][CH3:10])=[O:8])=[CH:5][C:4]=1[O:13][C:14]([F:17])([F:16])[F:15].[CH2:18]([N:20]1[CH2:25][CH2:24][NH:23][CH2:22][CH2:21]1)[CH3:19].C([O-])([O-])=O.[Cs+].[Cs+], predict the reaction product. The product is: [CH2:18]([N:20]1[CH2:25][CH2:24][N:23]([CH2:2][C:3]2[CH:12]=[CH:11][C:6]([C:7]([O:9][CH3:10])=[O:8])=[CH:5][C:4]=2[O:13][C:14]([F:17])([F:16])[F:15])[CH2:22][CH2:21]1)[CH3:19].